From a dataset of Peptide-MHC class I binding affinity with 185,985 pairs from IEDB/IMGT. Regression. Given a peptide amino acid sequence and an MHC pseudo amino acid sequence, predict their binding affinity value. This is MHC class I binding data. (1) The peptide sequence is QLKQRDALF. The MHC is HLA-A01:01 with pseudo-sequence HLA-A01:01. The binding affinity (normalized) is 0.0847. (2) The peptide sequence is RVRNRVSTG. The MHC is HLA-A30:01 with pseudo-sequence HLA-A30:01. The binding affinity (normalized) is 0.561. (3) The peptide sequence is YQVNNLEEI. The MHC is HLA-A68:02 with pseudo-sequence HLA-A68:02. The binding affinity (normalized) is 0. (4) The peptide sequence is RPGGKKHYR. The MHC is HLA-B07:02 with pseudo-sequence HLA-B07:02. The binding affinity (normalized) is 0.0847. (5) The peptide sequence is SDRVVFVLWA. The MHC is HLA-B45:01 with pseudo-sequence HLA-B45:01. The binding affinity (normalized) is 0.300. (6) The binding affinity (normalized) is 0.194. The MHC is HLA-A02:02 with pseudo-sequence HLA-A02:02. The peptide sequence is STIANSNII. (7) The peptide sequence is VQPPQLTLQV. The MHC is HLA-A01:01 with pseudo-sequence HLA-A01:01. The binding affinity (normalized) is 0. (8) The peptide sequence is RRWIAPHPL. The MHC is HLA-B15:09 with pseudo-sequence HLA-B15:09. The binding affinity (normalized) is 0.0847. (9) The binding affinity (normalized) is 0.200. The peptide sequence is SFQQPLQQY. The MHC is HLA-A30:02 with pseudo-sequence HLA-A30:02. (10) The peptide sequence is SHGIDVTDL. The MHC is HLA-B07:02 with pseudo-sequence HLA-B07:02. The binding affinity (normalized) is 0.0847.